Predict the reactants needed to synthesize the given product. From a dataset of Full USPTO retrosynthesis dataset with 1.9M reactions from patents (1976-2016). (1) Given the product [CH3:1][O:2][C:3]1[CH:4]=[CH:5][C:6]2[NH:12][C:11](=[O:13])[N:10]([CH:14]3[CH2:19][CH2:18][N:17]([C:22]4[CH:23]=[C:24]([CH:27]=[C:28]([C:30]([C:32]5[CH:41]=[C:40]([CH3:42])[C:35]6[NH:36][C:37](=[O:39])[O:38][C:34]=6[CH:33]=5)=[O:31])[CH:29]=4)[C:25]#[N:26])[CH2:16][CH2:15]3)[CH2:9][CH2:8][C:7]=2[CH:20]=1, predict the reactants needed to synthesize it. The reactants are: [CH3:1][O:2][C:3]1[CH:4]=[CH:5][C:6]2[NH:12][C:11](=[O:13])[N:10]([CH:14]3[CH2:19][CH2:18][NH:17][CH2:16][CH2:15]3)[CH2:9][CH2:8][C:7]=2[CH:20]=1.F[C:22]1[CH:23]=[C:24]([CH:27]=[C:28]([C:30]([C:32]2[CH:41]=[C:40]([CH3:42])[C:35]3[NH:36][C:37](=[O:39])[O:38][C:34]=3[CH:33]=2)=[O:31])[CH:29]=1)[C:25]#[N:26]. (2) The reactants are: FC(F)(F)C([NH:5][C@@H:6]1[C:15]2[C:10](=[CH:11][CH:12]=[C:13]([F:16])[CH:14]=2)[C@H:9]([OH:17])[CH2:8][CH2:7]1)=O.[OH-].[Na+]. Given the product [NH2:5][C@@H:6]1[C:15]2[C:10](=[CH:11][CH:12]=[C:13]([F:16])[CH:14]=2)[C@H:9]([OH:17])[CH2:8][CH2:7]1, predict the reactants needed to synthesize it. (3) Given the product [CH2:7]([N:14]1[C:15]2([CH2:16][CH2:17][NH:18][CH2:19]2)[CH2:21][CH2:22][CH2:23]1)[C:8]1[CH:9]=[CH:10][CH:11]=[CH:12][CH:13]=1, predict the reactants needed to synthesize it. The reactants are: [H-].[Al+3].[Li+].[H-].[H-].[H-].[CH2:7]([N:14]1[CH2:23][CH2:22][CH2:21][C:15]21[C:19](=O)[NH:18][CH2:17][CH2:16]2)[C:8]1[CH:13]=[CH:12][CH:11]=[CH:10][CH:9]=1.[OH-].[Na+].[H][H]. (4) Given the product [Cl:1][C:16]1[CH:15]=[C:21]([Cl:22])[C:12]([NH2:13])=[C:11]([O:10][CH3:9])[C:17]=1[O:18][CH3:19], predict the reactants needed to synthesize it. The reactants are: [Cl:1]N1C(=O)CCC1=O.[CH3:9][O:10][C:11]1[C:17]([O:18][CH3:19])=[CH:16][CH:15]=C[C:12]=1[NH2:13].Cl[CH2:21][Cl:22]. (5) Given the product [CH3:12][C:11]1[C:10]([CH3:14])([CH3:9])[C:8]2[C:3]([N:1]=1)=[N:4][CH:5]=[CH:6][CH:7]=2, predict the reactants needed to synthesize it. The reactants are: [NH:1]([C:3]1[CH:8]=[CH:7][CH:6]=[CH:5][N:4]=1)N.[CH3:9][CH:10]([CH3:14])[C:11](=O)[CH3:12]. (6) Given the product [CH3:1][O:2][C:3]1[CH:4]=[C:5]2[C:9](=[CH:10][CH:11]=1)[NH:8][C:7]1[CH:19]([C:18]([OH:22])=[O:21])[N:14]3[CH2:13][CH:12]([C:6]2=1)[CH2:16][CH2:15]3, predict the reactants needed to synthesize it. The reactants are: [CH3:1][O:2][C:3]1[CH:4]=[C:5]2[C:9](=[CH:10][CH:11]=1)[NH:8][CH:7]=[C:6]2[CH:12]1[CH2:16][CH2:15][NH:14][CH2:13]1.O.[C:18]([OH:22])(=[O:21])[CH:19]=O.